From a dataset of NCI-60 drug combinations with 297,098 pairs across 59 cell lines. Regression. Given two drug SMILES strings and cell line genomic features, predict the synergy score measuring deviation from expected non-interaction effect. (1) Drug 1: C1CCC(C(C1)N)N.C(=O)(C(=O)[O-])[O-].[Pt+4]. Drug 2: CCC1(C2=C(COC1=O)C(=O)N3CC4=CC5=C(C=CC(=C5CN(C)C)O)N=C4C3=C2)O.Cl. Cell line: KM12. Synergy scores: CSS=34.5, Synergy_ZIP=-9.33, Synergy_Bliss=-0.607, Synergy_Loewe=0.261, Synergy_HSA=2.39. (2) Drug 1: CC1=C2C(C(=O)C3(C(CC4C(C3C(C(C2(C)C)(CC1OC(=O)C(C(C5=CC=CC=C5)NC(=O)OC(C)(C)C)O)O)OC(=O)C6=CC=CC=C6)(CO4)OC(=O)C)OC)C)OC. Drug 2: N.N.Cl[Pt+2]Cl. Cell line: UACC62. Synergy scores: CSS=46.0, Synergy_ZIP=5.04, Synergy_Bliss=9.16, Synergy_Loewe=-9.99, Synergy_HSA=10.0. (3) Drug 1: CCC1(CC2CC(C3=C(CCN(C2)C1)C4=CC=CC=C4N3)(C5=C(C=C6C(=C5)C78CCN9C7C(C=CC9)(C(C(C8N6C=O)(C(=O)OC)O)OC(=O)C)CC)OC)C(=O)OC)O.OS(=O)(=O)O. Drug 2: CC(C)NC(=O)C1=CC=C(C=C1)CNNC.Cl. Cell line: SK-OV-3. Synergy scores: CSS=16.9, Synergy_ZIP=-3.37, Synergy_Bliss=2.25, Synergy_Loewe=-13.1, Synergy_HSA=0.572. (4) Drug 1: CC(C1=C(C=CC(=C1Cl)F)Cl)OC2=C(N=CC(=C2)C3=CN(N=C3)C4CCNCC4)N. Drug 2: CC(CN1CC(=O)NC(=O)C1)N2CC(=O)NC(=O)C2. Cell line: M14. Synergy scores: CSS=5.63, Synergy_ZIP=-1.31, Synergy_Bliss=1.48, Synergy_Loewe=-2.20, Synergy_HSA=-1.92. (5) Drug 1: C1=CC(=CC=C1CC(C(=O)O)N)N(CCCl)CCCl.Cl. Drug 2: C1CC(=O)NC(=O)C1N2C(=O)C3=CC=CC=C3C2=O. Cell line: NCI-H322M. Synergy scores: CSS=-0.453, Synergy_ZIP=1.99, Synergy_Bliss=4.01, Synergy_Loewe=0.557, Synergy_HSA=0.124. (6) Drug 1: CS(=O)(=O)CCNCC1=CC=C(O1)C2=CC3=C(C=C2)N=CN=C3NC4=CC(=C(C=C4)OCC5=CC(=CC=C5)F)Cl. Drug 2: C(=O)(N)NO. Cell line: M14. Synergy scores: CSS=5.18, Synergy_ZIP=-1.51, Synergy_Bliss=1.98, Synergy_Loewe=-1.29, Synergy_HSA=0.422.